This data is from Forward reaction prediction with 1.9M reactions from USPTO patents (1976-2016). The task is: Predict the product of the given reaction. (1) Given the reactants [Cl:1][C:2]1[CH:3]=[C:4]([NH:19][C:20]2[C:30]3[CH:29]=[C:28](C(O)=O)[CH2:27][CH2:26][NH:25][C:24]=3[N:23]=[CH:22][N:21]=2)[CH:5]=[CH:6][C:7]=1[O:8][C:9]1[CH:14]=[CH:13][CH:12]=[C:11]([C:15]([F:18])([F:17])[F:16])[CH:10]=1.[OH:34]N1C2C=CC=CC=2N=N1.Cl.C(N=C=NCCCN(C)C)C.[CH3:56][O:57][CH2:58]CNC.[CH3:62][N:63]([CH3:66])[CH:64]=[O:65], predict the reaction product. The product is: [F:16][C:15]([F:18])([F:17])[C:64]([OH:65])=[O:34].[Cl:1][C:2]1[CH:3]=[C:4]([NH:19][C:20]2[C:30]3[CH:29]=[C:28]([C:64]([N:63]([CH2:66][CH2:56][O:57][CH3:58])[CH3:62])=[O:65])[CH2:27][CH2:26][NH:25][C:24]=3[N:23]=[CH:22][N:21]=2)[CH:5]=[CH:6][C:7]=1[O:8][C:9]1[CH:14]=[CH:13][CH:12]=[C:11]([C:15]([F:17])([F:18])[F:16])[CH:10]=1. (2) Given the reactants [NH2:1][C:2]1[CH:7]=[CH:6][C:5]([C:8]2[C:16]3[C:11](=[N:12][CH:13]=[N:14][C:15]=3[NH2:17])[N:10]([CH:18]([CH3:20])[CH3:19])[N:9]=2)=[CH:4][C:3]=1[O:21][CH3:22].C([O-])([O-])=O.[K+].[K+].Br[CH2:30][CH2:31][CH2:32][OH:33], predict the reaction product. The product is: [NH2:17][C:15]1[N:14]=[CH:13][N:12]=[C:11]2[N:10]([CH:18]([CH3:19])[CH3:20])[N:9]=[C:8]([C:5]3[CH:6]=[CH:7][C:2]([NH:1][CH:31]([CH3:30])[CH2:32][OH:33])=[C:3]([O:21][CH3:22])[CH:4]=3)[C:16]=12. (3) The product is: [C:1]([O:5][C:6](=[O:41])[CH2:7][CH2:8][C:9]1[CH:14]=[C:13]([Cl:15])[C:12]([C:16]2[NH:37][C:19]3[C:18]([CH:17]=2)=[CH:23][CH:22]=[C:21]([C:24](=[O:36])[NH:25][C:26]2[CH:35]=[CH:34][C:33]4[C:28](=[CH:29][CH:30]=[CH:31][CH:32]=4)[N:27]=2)[CH:20]=3)=[C:11]([Cl:40])[CH:10]=1)([CH3:4])([CH3:3])[CH3:2]. Given the reactants [C:1]([O:5][C:6](=[O:41])[CH2:7][CH2:8][C:9]1[CH:14]=[C:13]([Cl:15])[C:12](/[CH:16]=[CH:17]/[C:18]2[CH:23]=[CH:22][C:21]([C:24](=[O:36])[NH:25][C:26]3[CH:35]=[CH:34][C:33]4[C:28](=[CH:29][CH:30]=[CH:31][CH:32]=4)[N:27]=3)=[CH:20][C:19]=2[N+:37]([O-])=O)=[C:11]([Cl:40])[CH:10]=1)([CH3:4])([CH3:3])[CH3:2], predict the reaction product. (4) Given the reactants [N+:26]([C:17]1[CH:18]=[C:19]([CH:24]=[CH:25][C:16]=1[S:15][S:15][C:16]1[CH:25]=[CH:24][C:19]([C:20]([O:22][CH3:23])=[O:21])=[CH:18][C:17]=1[N+:26]([O-])=O)[C:20]([O:22][CH3:23])=[O:21])([O-])=O.[Sn].Cl.[CH2:31](O)C, predict the reaction product. The product is: [S:15]1[C:16]2[CH:25]=[CH:24][C:19]([C:20]([O:22][CH3:23])=[O:21])=[CH:18][C:17]=2[N:26]=[CH:31]1. (5) Given the reactants [C:1]([O:9]C)(=O)[C:2]1[CH:7]=[CH:6][CH:5]=[N:4][CH:3]=1.[NH2:11][NH2:12], predict the reaction product. The product is: [C:1]([NH:11][NH2:12])(=[O:9])[C:2]1[CH:7]=[CH:6][CH:5]=[N:4][CH:3]=1. (6) Given the reactants Cl[CH:2]1[CH2:5][S:4](=[O:7])(=[O:6])[CH2:3]1.C(N(CC)CC)C.NC1N=CN=C([N:22]2[CH2:27][CH2:26][N:25]([C:28]([O:30][C:31]([CH3:34])([CH3:33])[CH3:32])=[O:29])[CH2:24][CH2:23]2)C=1, predict the reaction product. The product is: [O:6]=[S:4]1(=[O:7])[CH2:5][CH:2]([N:22]2[CH2:23][CH2:24][N:25]([C:28]([O:30][C:31]([CH3:34])([CH3:33])[CH3:32])=[O:29])[CH2:26][CH2:27]2)[CH2:3]1. (7) Given the reactants [CH3:1][O:2][C:3]([NH:5][CH:6]([C:18]1[CH:23]=[CH:22][CH:21]=[CH:20][CH:19]=1)[C:7]([O:9][C@@H:10]1[CH:15]2[CH2:16][CH2:17][N:12]([CH2:13][CH2:14]2)[CH2:11]1)=[O:8])=[O:4].[Br:24][CH2:25][C:26]([C:28]1[CH:33]=[CH:32][CH:31]=[CH:30][CH:29]=1)=[O:27], predict the reaction product. The product is: [Br-:24].[CH3:1][O:2][C:3]([NH:5][CH:6]([C:18]1[CH:23]=[CH:22][CH:21]=[CH:20][CH:19]=1)[C:7]([O:9][C@@H:10]1[CH:15]2[CH2:16][CH2:17][N+:12]([CH2:25][C:26](=[O:27])[C:28]3[CH:33]=[CH:32][CH:31]=[CH:30][CH:29]=3)([CH2:13][CH2:14]2)[CH2:11]1)=[O:8])=[O:4].